Task: Predict which catalyst facilitates the given reaction.. Dataset: Catalyst prediction with 721,799 reactions and 888 catalyst types from USPTO (1) Reactant: [Br:1][C:2]1[CH:7]=[CH:6][C:5]([NH:8][C:9]2[C:10]([C:19]([OH:21])=O)=[CH:11][C:12]3[O:16][CH:15]=[N:14][C:13]=3[C:17]=2[F:18])=[C:4]([Cl:22])[CH:3]=1.C1C=CC2N(O)N=NC=2C=1.CCN=C=NCCCN(C)C.[CH3:44][C:45]1([CH3:53])[O:49][CH:48]([CH2:50][O:51][NH2:52])[CH2:47][O:46]1.[NH4+].[Cl-]. Product: [Br:1][C:2]1[CH:7]=[CH:6][C:5]([NH:8][C:9]2[C:10]([C:19]([NH:52][O:51][CH2:50][CH:48]3[CH2:47][O:46][C:45]([CH3:53])([CH3:44])[O:49]3)=[O:21])=[CH:11][C:12]3[O:16][CH:15]=[N:14][C:13]=3[C:17]=2[F:18])=[C:4]([Cl:22])[CH:3]=1. The catalyst class is: 2. (2) Reactant: [C:1]([O:5][C:6]([NH:8][C:9]([CH3:14])([CH3:13])[C:10]([OH:12])=[O:11])=[O:7])([CH3:4])([CH3:3])[CH3:2].[CH3:15][Si](C=[N+]=[N-])(C)C.C(O)(=O)C. Product: [C:1]([O:5][C:6]([NH:8][C:9]([CH3:14])([CH3:13])[C:10]([O:12][CH3:15])=[O:11])=[O:7])([CH3:4])([CH3:2])[CH3:3]. The catalyst class is: 100.